From a dataset of Full USPTO retrosynthesis dataset with 1.9M reactions from patents (1976-2016). Predict the reactants needed to synthesize the given product. (1) Given the product [CH3:29][C:26]1[CH:25]=[C:24]([CH2:23][NH:22][C:18]2[N:19]=[C:20]([NH:14][C:11]3[NH:12][N:13]=[C:9]([CH2:8][CH2:7][C:4]4[S:5][CH:6]=[C:2]([CH3:1])[CH:3]=4)[CH:10]=3)[CH:21]=[CH:16][N:17]=2)[O:28][N:27]=1, predict the reactants needed to synthesize it. The reactants are: [CH3:1][C:2]1[CH:3]=[C:4]([CH2:7][CH2:8][C:9]2[CH:10]=[C:11]([NH2:14])[NH:12][N:13]=2)[S:5][CH:6]=1.Cl[C:16]1[CH:21]=[CH:20][N:19]=[C:18]([NH:22][CH2:23][C:24]2[O:28][N:27]=[C:26]([CH3:29])[CH:25]=2)[N:17]=1. (2) Given the product [CH3:27][N:23]1[C:24]2[C:20](=[CH:19][C:18]([O:17][C:14]3[N:13]=[CH:12][C:11]([N:7]4[C:6]5([C:28](=[O:29])[NH:74][C:47](=[O:50])[NH:46][C:4]5=[O:5])[CH2:10][CH2:9][CH2:8]4)=[CH:16][CH:15]=3)=[CH:26][CH:25]=2)[CH:21]=[N:22]1, predict the reactants needed to synthesize it. The reactants are: C(O[C:4]([C:6]1([C:28](OCC)=[O:29])[CH2:10][CH2:9][CH2:8][N:7]1[C:11]1[CH:12]=[N:13][C:14]([O:17][C:18]2[CH:19]=[C:20]3[C:24](=[CH:25][CH:26]=2)[N:23]([CH3:27])[N:22]=[CH:21]3)=[CH:15][CH:16]=1)=[O:5])C.C(OC(=O)C(NC1C=[N:46][C:47]([O:50]C2C=C3C(=CC=2)N(C)N=C3)=CC=1)C(OCC)=O)C.BrCCCBr.C(=O)([O-])[O-].[Cs+].[Cs+].C[N:74](C)C=O. (3) Given the product [Br:28][C:10]1[N:9]=[C:8]([CH:11]2[CH2:19][CH2:18][CH2:17][C:16]3[N:15]([CH3:20])[N:14]=[CH:13][C:12]2=3)[N:4]2[CH:5]=[CH:6][N:7]=[C:2]([Cl:1])[C:3]=12, predict the reactants needed to synthesize it. The reactants are: [Cl:1][C:2]1[C:3]2[N:4]([C:8]([CH:11]3[CH2:19][CH2:18][CH2:17][C:16]4[N:15]([CH3:20])[N:14]=[CH:13][C:12]3=4)=[N:9][CH:10]=2)[CH:5]=[CH:6][N:7]=1.C1C(=O)N([Br:28])C(=O)C1. (4) The reactants are: [Na+].[CH:2]([C:4]1[O:8][C:7]([S:9]([O-:12])(=[O:11])=O)=[CH:6][CH:5]=1)=O.Cl.[NH2:14]O.[C:16]([NH2:20])([CH3:19])([CH3:18])[CH3:17]. Given the product [C:16]([NH:20][S:9]([C:7]1[O:8][C:4]([C:2]#[N:14])=[CH:5][CH:6]=1)(=[O:11])=[O:12])([CH3:19])([CH3:18])[CH3:17], predict the reactants needed to synthesize it.